From a dataset of NCI-60 drug combinations with 297,098 pairs across 59 cell lines. Regression. Given two drug SMILES strings and cell line genomic features, predict the synergy score measuring deviation from expected non-interaction effect. Drug 1: C1=CN(C=N1)CC(O)(P(=O)(O)O)P(=O)(O)O. Drug 2: CCN(CC)CCCC(C)NC1=C2C=C(C=CC2=NC3=C1C=CC(=C3)Cl)OC. Cell line: UACC62. Synergy scores: CSS=5.10, Synergy_ZIP=-4.01, Synergy_Bliss=-5.49, Synergy_Loewe=-4.31, Synergy_HSA=-3.32.